Dataset: Forward reaction prediction with 1.9M reactions from USPTO patents (1976-2016). Task: Predict the product of the given reaction. Given the reactants [F:1][C:2]1[C:3]([N+:9]([O-:11])=[O:10])=[C:4]([CH3:8])[CH:5]=[CH:6][CH:7]=1.FC(F)(F)C(O)=O.S(=O)(=O)(O)O.[Br:24]N1C(=O)CCC1=O, predict the reaction product. The product is: [Br:24][C:5]1[CH:6]=[CH:7][C:2]([F:1])=[C:3]([N+:9]([O-:11])=[O:10])[C:4]=1[CH3:8].